This data is from Reaction yield outcomes from USPTO patents with 853,638 reactions. The task is: Predict the reaction yield, written as a fraction of the theoretical maximum amount of product (1.0 means a 100% yield; for example, 0.34 means a 34% yield). The reactants are [NH2:1][C@@H:2]([CH2:33][C:34]1[CH:39]=[CH:38][CH:37]=[CH:36][CH:35]=1)[C@@H:3]([OH:32])[CH2:4][C@@H:5]([NH:19][C:20]([C@@H:22]([NH:27][C:28](=[O:31])[O:29][CH3:30])[C:23]([CH3:26])([CH3:25])[CH3:24])=[O:21])[CH2:6][C:7]1[CH:12]=[CH:11][C:10]([C:13]2[CH:18]=[CH:17][CH:16]=[CH:15][N:14]=2)=[CH:9][CH:8]=1.[CH3:40][C:41]([CH3:58])([CH3:57])[C@H:42]([NH:46][C:47](=[O:56])[CH2:48][O:49][C:50]1[CH:55]=[CH:54][CH:53]=[CH:52][CH:51]=1)[C:43](O)=[O:44].CCOP(ON1N=NC2C=CC=CC=2C1=O)(OCC)=O.C(N(CC)C(C)C)(C)C. The catalyst is C1COCC1. The product is [CH3:40][C:41]([CH3:58])([CH3:57])[C@H:42]([NH:46][C:47](=[O:56])[CH2:48][O:49][C:50]1[CH:55]=[CH:54][CH:53]=[CH:52][CH:51]=1)[C:43]([NH:1][C@@H:2]([CH2:33][C:34]1[CH:35]=[CH:36][CH:37]=[CH:38][CH:39]=1)[C@@H:3]([OH:32])[CH2:4][C@@H:5]([NH:19][C:20]([C@@H:22]([NH:27][C:28](=[O:31])[O:29][CH3:30])[C:23]([CH3:26])([CH3:25])[CH3:24])=[O:21])[CH2:6][C:7]1[CH:12]=[CH:11][C:10]([C:13]2[CH:18]=[CH:17][CH:16]=[CH:15][N:14]=2)=[CH:9][CH:8]=1)=[O:44]. The yield is 0.380.